From a dataset of Peptide-MHC class I binding affinity with 185,985 pairs from IEDB/IMGT. Regression. Given a peptide amino acid sequence and an MHC pseudo amino acid sequence, predict their binding affinity value. This is MHC class I binding data. (1) The binding affinity (normalized) is 0.0847. The MHC is HLA-B51:01 with pseudo-sequence HLA-B51:01. The peptide sequence is RVRAAMKPI. (2) The peptide sequence is EEIEYTIL. The MHC is HLA-A02:01 with pseudo-sequence HLA-A02:01. The binding affinity (normalized) is 0. (3) The peptide sequence is VLRRGALAH. The MHC is HLA-A03:01 with pseudo-sequence HLA-A03:01. The binding affinity (normalized) is 0.756. (4) The peptide sequence is AEVQIDRLIT. The MHC is HLA-B45:01 with pseudo-sequence HLA-B45:01. The binding affinity (normalized) is 0.533. (5) The peptide sequence is ISFQQTNAM. The MHC is HLA-A02:03 with pseudo-sequence HLA-A02:03. The binding affinity (normalized) is 0. (6) The binding affinity (normalized) is 0.0847. The peptide sequence is LVKSAWLSL. The MHC is HLA-B39:01 with pseudo-sequence HLA-B39:01.